This data is from Forward reaction prediction with 1.9M reactions from USPTO patents (1976-2016). The task is: Predict the product of the given reaction. (1) Given the reactants [CH2:1]([O:3][C:4](=[O:22])[CH2:5][C:6]1[N:7]=[C:8](Cl)[C:9]2[C:14]([C:15]3[CH:20]=[CH:19][CH:18]=[CH:17][CH:16]=3)=[CH:13][S:12][C:10]=2[N:11]=1)[CH3:2].[NH2:23][CH2:24][C:25]1[CH:30]=[CH:29][CH:28]=[CH:27][N:26]=1.C(N(CC)CC)C.C(O)C, predict the reaction product. The product is: [CH2:1]([O:3][C:4](=[O:22])[CH2:5][C:6]1[N:7]=[C:8]([NH:23][CH2:24][C:25]2[CH:30]=[CH:29][CH:28]=[CH:27][N:26]=2)[C:9]2[C:14]([C:15]3[CH:20]=[CH:19][CH:18]=[CH:17][CH:16]=3)=[CH:13][S:12][C:10]=2[N:11]=1)[CH3:2]. (2) Given the reactants [NH2:1][C:2]1[CH:14]=[CH:13][CH:12]=[CH:11][C:3]=1[C:4]([O:6][C:7]([CH3:10])([CH3:9])[CH3:8])=[O:5].[C:15]([CH2:17][C:18](O)=[O:19])#[N:16].N1(O)C2C=CC=CC=2N=N1.Cl.CN(C)CCCN=C=NCC, predict the reaction product. The product is: [C:15]([CH2:17][C:18]([NH:1][C:2]1[CH:14]=[CH:13][CH:12]=[CH:11][C:3]=1[C:4]([O:6][C:7]([CH3:10])([CH3:9])[CH3:8])=[O:5])=[O:19])#[N:16]. (3) Given the reactants Cl[CH2:2][C:3]1[CH:8]=[CH:7][CH:6]=[C:5]([S:9][CH:10]2[CH2:14][CH2:13][CH2:12][CH2:11]2)[N:4]=1.C([O:17][C:18]([CH:20]1[CH2:22][CH:21]1[CH2:23][C:24]1[CH:29]=[C:28]([F:30])[C:27]([OH:31])=[C:26]([F:32])[CH:25]=1)=[O:19])C, predict the reaction product. The product is: [CH:10]1([S:9][C:5]2[N:4]=[C:3]([CH2:2][O:31][C:27]3[C:26]([F:32])=[CH:25][C:24]([CH2:23][CH:21]4[CH2:22][CH:20]4[C:18]([OH:19])=[O:17])=[CH:29][C:28]=3[F:30])[CH:8]=[CH:7][CH:6]=2)[CH2:14][CH2:13][CH2:12][CH2:11]1.